The task is: Predict which catalyst facilitates the given reaction.. This data is from Catalyst prediction with 721,799 reactions and 888 catalyst types from USPTO. (1) Reactant: C1(P(C2C=CC=CC=2)C2C=CC=CC=2)C=CC=CC=1.[Cl:20][C:21]1[CH:22]=[C:23]([CH:46]=[CH:47][CH:48]=1)[C:24]([NH:26][C:27]1[C:28]([N:37]2[CH2:42][CH2:41][CH:40]([CH2:43][CH2:44]O)[CH2:39][CH2:38]2)=[N:29][CH:30]=[C:31]([S:33]([CH3:36])(=[O:35])=[O:34])[CH:32]=1)=[O:25].C(Br)(Br)(Br)[Br:50]. Product: [Br:50][CH2:44][CH2:43][CH:40]1[CH2:41][CH2:42][N:37]([C:28]2[C:27]([NH:26][C:24](=[O:25])[C:23]3[CH:46]=[CH:47][CH:48]=[C:21]([Cl:20])[CH:22]=3)=[CH:32][C:31]([S:33]([CH3:36])(=[O:35])=[O:34])=[CH:30][N:29]=2)[CH2:38][CH2:39]1. The catalyst class is: 2. (2) Reactant: [C:1]([O:5][C:6]([NH:8][CH:9]([C:13]1[CH:18]=[CH:17][CH:16]=[CH:15][C:14]=1[Cl:19])[C:10]([OH:12])=O)=[O:7])([CH3:4])([CH3:3])[CH3:2].C1C=CC2N(O)N=NC=2C=1.C(Cl)CCl.[CH3:34][O:35][CH2:36][CH2:37][NH2:38]. Product: [Cl:19][C:14]1[CH:15]=[CH:16][CH:17]=[CH:18][C:13]=1[CH:9]([NH:8][C:6](=[O:7])[O:5][C:1]([CH3:2])([CH3:3])[CH3:4])[C:10]([NH:38][CH2:37][CH2:36][O:35][CH3:34])=[O:12]. The catalyst class is: 3. (3) Reactant: [NH2:1][C:2]1[C:7]([C:8]([NH:10][CH3:11])=[O:9])=[CH:6][C:5]([C:12]2[CH:17]=[CH:16][CH:15]=[C:14]([CH2:18][N:19](S(C3C=CC([N+]([O-])=O)=CC=3[N+]([O-])=O)(=O)=O)[C@@H:20]3[C:28]4[C:23](=[CH:24][CH:25]=[CH:26][CH:27]=4)[CH2:22][CH2:21]3)[CH:13]=2)=[CH:4][N:3]=1.C(N)CC. Product: [NH2:1][C:2]1[C:7]([C:8]([NH:10][CH3:11])=[O:9])=[CH:6][C:5]([C:12]2[CH:17]=[CH:16][CH:15]=[C:14]([CH2:18][NH:19][C@@H:20]3[C:28]4[C:23](=[CH:24][CH:25]=[CH:26][CH:27]=4)[CH2:22][CH2:21]3)[CH:13]=2)=[CH:4][N:3]=1. The catalyst class is: 124. (4) Reactant: [CH3:1][C:2]1[C:10]2[C:9](=[O:11])[NH:8][CH:7]=[N:6][C:5]=2[S:4][C:3]=1[C:12]([OH:14])=O.CCN(C(C)C)C(C)C.Cl.[Cl:25][C:26]1[CH:27]=[C:28]([N:32]2[CH2:37][CH2:36][NH:35][CH2:34][CH2:33]2)[CH:29]=[CH:30][CH:31]=1.CN(C(ON1N=NC2C=CC=NC1=2)=[N+](C)C)C.F[P-](F)(F)(F)(F)F. Product: [Cl:25][C:26]1[CH:27]=[C:28]([N:32]2[CH2:37][CH2:36][N:35]([C:12]([C:3]3[S:4][C:5]4[N:6]=[CH:7][NH:8][C:9](=[O:11])[C:10]=4[C:2]=3[CH3:1])=[O:14])[CH2:34][CH2:33]2)[CH:29]=[CH:30][CH:31]=1. The catalyst class is: 31. (5) Reactant: [CH3:1][O:2][C:3]1[CH:4]=[C:5]([C:11]2[S:15][C:14]3=[N:16][CH:17]=[C:18](I)[N:13]3[N:12]=2)[CH:6]=[CH:7][C:8]=1[O:9][CH3:10].O1CCOCC1.[CH3:26][O:27][C:28]1[CH:29]=[C:30](B(O)O)[CH:31]=[CH:32][C:33]=1[O:34][CH3:35].C([O-])([O-])=O.[K+].[K+]. Product: [CH3:1][O:2][C:3]1[CH:4]=[C:5]([C:11]2[S:15][C:14]3=[N:16][CH:17]=[C:18]([C:31]4[CH:30]=[CH:29][C:28]([O:27][CH3:26])=[C:33]([O:34][CH3:35])[CH:32]=4)[N:13]3[N:12]=2)[CH:6]=[CH:7][C:8]=1[O:9][CH3:10]. The catalyst class is: 189.